Predict the reactants needed to synthesize the given product. From a dataset of Full USPTO retrosynthesis dataset with 1.9M reactions from patents (1976-2016). (1) Given the product [CH2:7]([O:14][C:15]1[CH:20]=[C:19]2[C:18](=[CH:17][CH:16]=1)[NH:21][C:24]([C:25]([O:27][CH2:28][CH3:29])=[O:26])=[CH:30]2)[C:8]1[CH:13]=[CH:12][CH:11]=[CH:10][CH:9]=1, predict the reactants needed to synthesize it. The reactants are: S(=O)(=O)(O)O.Cl.[CH2:7]([O:14][C:15]1[CH:20]=[CH:19][C:18]([NH:21]N)=[CH:17][CH:16]=1)[C:8]1[CH:13]=[CH:12][CH:11]=[CH:10][CH:9]=1.O=[C:24]([CH3:30])[C:25]([O:27][CH2:28][CH3:29])=[O:26]. (2) Given the product [C:9]([CH2:8][C:7]1[CH:6]=[C:5]([O:4][CH3:3])[C:13]([O:14][CH2:15][CH2:16][O:17][CH3:18])=[CH:12][C:11]=1[C:10]([OH:19])=[O:29])#[N:20], predict the reactants needed to synthesize it. The reactants are: [OH-].[Na+].[CH3:3][O:4][C:5]1[CH:6]=[C:7]2[C:11](=[CH:12][C:13]=1[O:14][CH2:15][CH2:16][O:17][CH3:18])[C:10](=[O:19])[C:9](=[N:20]O)[CH2:8]2.C1(C)C=CC(S(Cl)(=O)=[O:29])=CC=1. (3) Given the product [Br:1][C:2]1[C:3]([CH2:9][OH:10])=[N:4][C:5]([Cl:8])=[CH:6][CH:7]=1, predict the reactants needed to synthesize it. The reactants are: [Br:1][C:2]1[C:3]([C:9](OC)=[O:10])=[N:4][C:5]([Cl:8])=[CH:6][CH:7]=1.[BH4-].[Na+].